Predict the product of the given reaction. From a dataset of Forward reaction prediction with 1.9M reactions from USPTO patents (1976-2016). (1) Given the reactants [OH:1][C:2]1[CH:3]=[N:4][CH:5]=[C:6]([O:10][C:11]2[CH:16]=[CH:15][CH:14]=[CH:13][CH:12]=2)[C:7]=1[S:8][CH3:9].Br[CH:18]([CH2:28][CH3:29])[C:19]([NH:21][C:22]([CH3:27])([CH3:26])[C:23]#[C:24][CH3:25])=[O:20], predict the reaction product. The product is: [CH3:9][S:8][C:7]1[C:6]([O:10][C:11]2[CH:12]=[CH:13][CH:14]=[CH:15][CH:16]=2)=[CH:5][N:4]=[CH:3][C:2]=1[O:1][CH:18]([CH2:28][CH3:29])[C:19]([NH:21][C:22]([CH3:27])([CH3:26])[C:23]#[C:24][CH3:25])=[O:20]. (2) Given the reactants [CH3:1][N:2]1[CH2:6][C:5](=[O:7])[N:4]([CH2:8][C:9](=[O:16])[C:10]2[CH:15]=[CH:14][CH:13]=[CH:12][CH:11]=2)[C:3]1=[O:17].[CH2:18](O)[CH2:19][OH:20].C1(C)C=CC(S(O)(=O)=O)=CC=1, predict the reaction product. The product is: [CH3:1][N:2]1[CH2:6][C:5](=[O:7])[N:4]([CH2:8][C:9]2([C:10]3[CH:11]=[CH:12][CH:13]=[CH:14][CH:15]=3)[O:20][CH2:19][CH2:18][O:16]2)[C:3]1=[O:17]. (3) Given the reactants C[O:2][C:3]1[C:8]2[NH:9][C:10]([C:12]3[S:13][CH:14]=[CH:15][CH:16]=3)=[N:11][C:7]=2[C:6]([C:17]([OH:19])=O)=[CH:5][CH:4]=1.[NH2:20][CH:21]([CH2:26][C:27]1[CH:32]=[CH:31][C:30]([OH:33])=[CH:29][CH:28]=1)[C:22]([O:24][CH3:25])=[O:23], predict the reaction product. The product is: [OH:2][C:3]1[C:8]2[NH:9][C:10]([C:12]3[S:13][CH:14]=[CH:15][CH:16]=3)=[N:11][C:7]=2[C:6]([C:17]([NH:20][CH:21]([CH2:26][C:27]2[CH:28]=[CH:29][C:30]([OH:33])=[CH:31][CH:32]=2)[C:22]([O:24][CH3:25])=[O:23])=[O:19])=[CH:5][CH:4]=1. (4) Given the reactants [N:1]1[NH:2][N:3]=[N:4][C:5]=1[C:6]1[CH:11]=[CH:10][C:9]([NH:12][C:13]2[N:18]=[C:17]([C:19]3[CH:24]=[CH:23][CH:22]=[C:21]([N:25]4[CH2:30][CH2:29][O:28][CH2:27][CH2:26]4)[CH:20]=3)[CH:16]=[CH:15][N:14]=2)=[CH:8][CH:7]=1.CI.[C:33]([O-])([O-])=O.[K+].[K+], predict the reaction product. The product is: [CH3:33][N:3]1[N:2]=[N:1][C:5]([C:6]2[CH:7]=[CH:8][C:9]([NH:12][C:13]3[N:18]=[C:17]([C:19]4[CH:24]=[CH:23][CH:22]=[C:21]([N:25]5[CH2:26][CH2:27][O:28][CH2:29][CH2:30]5)[CH:20]=4)[CH:16]=[CH:15][N:14]=3)=[CH:10][CH:11]=2)=[N:4]1. (5) Given the reactants [CH3:1][O:2][C:3]1[CH:17]=[C:16]([O:18][CH3:19])[CH:15]=[CH:14][C:4]=1[CH2:5][NH:6][CH2:7][CH2:8][C:9]1[S:10][CH:11]=[CH:12][CH:13]=1.[O:20]1[CH:24]=[CH:23][CH:22]=[C:21]1[C:25]([N:27]=[C:28]=[S:29])=[O:26], predict the reaction product. The product is: [CH3:1][O:2][C:3]1[CH:17]=[C:16]([O:18][CH3:19])[CH:15]=[CH:14][C:4]=1[CH2:5][N:6]([CH2:7][CH2:8][C:9]1[S:10][CH:11]=[CH:12][CH:13]=1)[C:28]([NH:27][C:25]([C:21]1[O:20][CH:24]=[CH:23][CH:22]=1)=[O:26])=[S:29]. (6) Given the reactants O[CH2:2][CH2:3][N:4]([CH2:14][CH2:15]O)[C:5]1[C:9]2[CH:10]=[CH:11][CH:12]=[CH:13][C:8]=2[S:7][N:6]=1.C([N:19](CC)CC)C.CS(Cl)(=O)=O, predict the reaction product. The product is: [N:4]1([C:5]2[C:9]3[CH:10]=[CH:11][CH:12]=[CH:13][C:8]=3[S:7][N:6]=2)[CH2:14][CH2:15][NH:19][CH2:2][CH2:3]1.